Dataset: Catalyst prediction with 721,799 reactions and 888 catalyst types from USPTO. Task: Predict which catalyst facilitates the given reaction. Reactant: [F:1][C:2]1[CH:7]=[C:6]([C:8]2[O:12][N:11]=[C:10]([CH3:13])[N:9]=2)[CH:5]=[CH:4][C:3]=1[N:14]1[CH2:19][CH2:18][NH:17][CH2:16][CH2:15]1.Br[CH:21]([C:32]1[CH:37]=[CH:36][CH:35]=[CH:34][CH:33]=1)[C:22]([N:24]1[CH2:29][CH2:28][C:27]([F:31])([F:30])[CH2:26][CH2:25]1)=[O:23].C([O-])([O-])=O.[Cs+].[Cs+].C(OCC)(=O)C.CCCCCC. Product: [F:31][C:27]1([F:30])[CH2:26][CH2:25][N:24]([C:22](=[O:23])[CH:21]([N:17]2[CH2:16][CH2:15][N:14]([C:3]3[CH:4]=[CH:5][C:6]([C:8]4[O:12][N:11]=[C:10]([CH3:13])[N:9]=4)=[CH:7][C:2]=3[F:1])[CH2:19][CH2:18]2)[C:32]2[CH:37]=[CH:36][CH:35]=[CH:34][CH:33]=2)[CH2:29][CH2:28]1. The catalyst class is: 10.